This data is from NCI-60 drug combinations with 297,098 pairs across 59 cell lines. The task is: Regression. Given two drug SMILES strings and cell line genomic features, predict the synergy score measuring deviation from expected non-interaction effect. (1) Drug 1: C1CC(C1)(C(=O)O)C(=O)O.[NH2-].[NH2-].[Pt+2]. Drug 2: COC1=NC(=NC2=C1N=CN2C3C(C(C(O3)CO)O)O)N. Cell line: CCRF-CEM. Synergy scores: CSS=58.7, Synergy_ZIP=3.79, Synergy_Bliss=3.58, Synergy_Loewe=-7.84, Synergy_HSA=5.99. (2) Drug 1: CC1C(C(=O)NC(C(=O)N2CCCC2C(=O)N(CC(=O)N(C(C(=O)O1)C(C)C)C)C)C(C)C)NC(=O)C3=C4C(=C(C=C3)C)OC5=C(C(=O)C(=C(C5=N4)C(=O)NC6C(OC(=O)C(N(C(=O)CN(C(=O)C7CCCN7C(=O)C(NC6=O)C(C)C)C)C)C(C)C)C)N)C. Drug 2: CC1=C(C(=O)C2=C(C1=O)N3CC4C(C3(C2COC(=O)N)OC)N4)N. Cell line: RPMI-8226. Synergy scores: CSS=27.1, Synergy_ZIP=-5.13, Synergy_Bliss=0.985, Synergy_Loewe=-4.20, Synergy_HSA=1.37. (3) Drug 1: CC(CN1CC(=O)NC(=O)C1)N2CC(=O)NC(=O)C2. Drug 2: C1C(C(OC1N2C=C(C(=O)NC2=O)F)CO)O. Cell line: SK-MEL-5. Synergy scores: CSS=39.4, Synergy_ZIP=-6.81, Synergy_Bliss=-6.11, Synergy_Loewe=-10.3, Synergy_HSA=-2.91. (4) Drug 1: C1CN(CCN1C(=O)CCBr)C(=O)CCBr. Drug 2: CC(C)NC(=O)C1=CC=C(C=C1)CNNC.Cl. Cell line: M14. Synergy scores: CSS=28.4, Synergy_ZIP=-9.17, Synergy_Bliss=-5.32, Synergy_Loewe=-3.83, Synergy_HSA=-2.51. (5) Drug 1: CS(=O)(=O)CCNCC1=CC=C(O1)C2=CC3=C(C=C2)N=CN=C3NC4=CC(=C(C=C4)OCC5=CC(=CC=C5)F)Cl. Drug 2: C1=NNC2=C1C(=O)NC=N2. Cell line: BT-549. Synergy scores: CSS=2.04, Synergy_ZIP=-0.872, Synergy_Bliss=0.272, Synergy_Loewe=-0.873, Synergy_HSA=-0.969. (6) Drug 1: C(=O)(N)NO. Drug 2: CCN(CC)CCCC(C)NC1=C2C=C(C=CC2=NC3=C1C=CC(=C3)Cl)OC. Cell line: UACC-257. Synergy scores: CSS=9.06, Synergy_ZIP=-1.38, Synergy_Bliss=3.20, Synergy_Loewe=0.354, Synergy_HSA=3.10.